Dataset: Catalyst prediction with 721,799 reactions and 888 catalyst types from USPTO. Task: Predict which catalyst facilitates the given reaction. Reactant: [CH2:1]([N:8]([CH2:16][C:17]1[CH:22]=[CH:21][CH:20]=[CH:19][CH:18]=1)[C@H:9]([CH2:12][CH:13]([CH3:15])[CH3:14])[CH2:10][NH2:11])[C:2]1[CH:7]=[CH:6][CH:5]=[CH:4][CH:3]=1.[CH3:23][C:24]([O:27][C:28](O[C:28]([O:27][C:24]([CH3:26])([CH3:25])[CH3:23])=[O:29])=[O:29])([CH3:26])[CH3:25]. Product: [CH2:1]([N:8]([CH2:16][C:17]1[CH:18]=[CH:19][CH:20]=[CH:21][CH:22]=1)[C@H:9]([CH2:12][CH:13]([CH3:15])[CH3:14])[CH2:10][NH:11][C:28](=[O:29])[O:27][C:24]([CH3:26])([CH3:25])[CH3:23])[C:2]1[CH:3]=[CH:4][CH:5]=[CH:6][CH:7]=1. The catalyst class is: 230.